This data is from Catalyst prediction with 721,799 reactions and 888 catalyst types from USPTO. The task is: Predict which catalyst facilitates the given reaction. (1) Reactant: [F:1][C@H:2]1[C@H:7]([O:8][C:9]2[CH:14]=[CH:13][C:12]([N+:15]([O-])=O)=[CH:11][C:10]=2[C:18]([F:21])([F:20])[F:19])[CH2:6][CH2:5][N:4]([CH:22]2[CH2:25][O:24][CH2:23]2)[CH2:3]1. Product: [F:1][C@H:2]1[C@H:7]([O:8][C:9]2[CH:14]=[CH:13][C:12]([NH2:15])=[CH:11][C:10]=2[C:18]([F:20])([F:19])[F:21])[CH2:6][CH2:5][N:4]([CH:22]2[CH2:25][O:24][CH2:23]2)[CH2:3]1. The catalyst class is: 50. (2) Reactant: [S:1]1[CH:5]=[CH:4][C:3]2[C:6]([N:10]3[CH2:15][CH2:14][N:13]([CH2:16][CH2:17][CH2:18]O)[CH2:12][CH2:11]3)=[CH:7][CH:8]=[CH:9][C:2]1=2.C(Cl)(Cl)(Cl)[Cl:21].C1(P(C2C=CC=CC=2)C2C=CC=CC=2)C=CC=CC=1.CO. Product: [S:1]1[CH:5]=[CH:4][C:3]2[C:6]([N:10]3[CH2:15][CH2:14][N:13]([CH2:16][CH2:17][CH2:18][Cl:21])[CH2:12][CH2:11]3)=[CH:7][CH:8]=[CH:9][C:2]1=2. The catalyst class is: 4. (3) Reactant: C([O:8][C:9](=[O:29])[CH:10]=[CH:11][C:12]([F:28])([F:27])[C:13]1[CH:18]=[CH:17][C:16]([C:19]2[CH:24]=[CH:23][C:22]([O:25][CH3:26])=[CH:21][CH:20]=2)=[CH:15][CH:14]=1)C1C=CC=CC=1. Product: [F:27][C:12]([F:28])([C:13]1[CH:18]=[CH:17][C:16]([C:19]2[CH:24]=[CH:23][C:22]([O:25][CH3:26])=[CH:21][CH:20]=2)=[CH:15][CH:14]=1)[CH2:11][CH2:10][C:9]([OH:29])=[O:8]. The catalyst class is: 153. (4) Reactant: [O:1]1[CH2:6][CH2:5][CH2:4][O:3][CH:2]1[C:7]1[CH:16]=[CH:15][C:10]([C:11]([O:13]C)=[O:12])=[C:9]([F:17])[CH:8]=1.[OH-].[Li+].CO. Product: [O:1]1[CH2:6][CH2:5][CH2:4][O:3][CH:2]1[C:7]1[CH:16]=[CH:15][C:10]([C:11]([OH:13])=[O:12])=[C:9]([F:17])[CH:8]=1. The catalyst class is: 30. (5) Reactant: [H-].[Na+].[CH3:3][C:4]1[CH:9]=[C:8]([CH3:10])[CH:7]=[CH:6][C:5]=1[CH:11]([C:32]1[CH:37]=[CH:36][CH:35]=[CH:34][CH:33]=1)[NH:12][C:13](=[O:31])[CH2:14][C:15]1[CH:20]=[CH:19][C:18]([CH:21]([OH:30])[CH2:22][C:23]2[C:24]([CH3:29])=[N:25][CH:26]=[CH:27][CH:28]=2)=[CH:17][CH:16]=1.Br[CH2:39][C:40]([NH2:42])=[O:41].O. Product: [NH2:42][C:40](=[O:41])[CH2:39][O:30][CH:21]([C:18]1[CH:19]=[CH:20][C:15]([CH2:14][C:13]([NH:12][CH:11]([C:5]2[CH:6]=[CH:7][C:8]([CH3:10])=[CH:9][C:4]=2[CH3:3])[C:32]2[CH:37]=[CH:36][CH:35]=[CH:34][CH:33]=2)=[O:31])=[CH:16][CH:17]=1)[CH2:22][C:23]1[C:24]([CH3:29])=[N:25][CH:26]=[CH:27][CH:28]=1. The catalyst class is: 1. (6) The catalyst class is: 2. Product: [CH3:1][N:2]1[C:6]([C:7]([Cl:13])=[O:9])=[CH:5][CH:4]=[N:3]1. Reactant: [CH3:1][N:2]1[C:6]([C:7]([OH:9])=O)=[CH:5][CH:4]=[N:3]1.C(Cl)(=O)C([Cl:13])=O.CN(C=O)C.